Task: Predict the product of the given reaction.. Dataset: Forward reaction prediction with 1.9M reactions from USPTO patents (1976-2016) Given the reactants [Cl:1][C:2]1[CH:3]=[N:4][C:5]2[N:6]([N:8]=[C:9]([C:11]([OH:13])=O)[CH:10]=2)[CH:7]=1.[CH3:14][C:15]1[S:23][C:22]2[CH2:21][CH2:20][NH:19][CH:18]([CH3:24])[C:17]=2[CH:16]=1, predict the reaction product. The product is: [Cl:1][C:2]1[CH:3]=[N:4][C:5]2[N:6]([N:8]=[C:9]([C:11]([N:19]3[CH2:20][CH2:21][C:22]4[S:23][C:15]([CH3:14])=[CH:16][C:17]=4[CH:18]3[CH3:24])=[O:13])[CH:10]=2)[CH:7]=1.